From a dataset of Forward reaction prediction with 1.9M reactions from USPTO patents (1976-2016). Predict the product of the given reaction. (1) Given the reactants Br[C:2]1[CH:7]=[CH:6][C:5]([C@@H:8]2[CH2:13][CH2:12][CH2:11][CH2:10][N:9]2[CH2:14][C:15]2[C:23]([O:24][CH3:25])=[CH:22][C:21]([CH3:26])=[C:20]3[C:16]=2[CH:17]=[CH:18][N:19]3[C:27]([O:29][C:30]([CH3:33])([CH3:32])[CH3:31])=[O:28])=[CH:4][CH:3]=1.CC1(C)C(C)(C)OB([C:42]2[CH:46]=[CH:45][NH:44][N:43]=2)O1, predict the reaction product. The product is: [NH:43]1[CH:42]=[CH:46][C:45]([C:2]2[CH:7]=[CH:6][C:5]([C@@H:8]3[CH2:13][CH2:12][CH2:11][CH2:10][N:9]3[CH2:14][C:15]3[C:23]([O:24][CH3:25])=[CH:22][C:21]([CH3:26])=[C:20]4[C:16]=3[CH:17]=[CH:18][N:19]4[C:27]([O:29][C:30]([CH3:31])([CH3:32])[CH3:33])=[O:28])=[CH:4][CH:3]=2)=[N:44]1. (2) Given the reactants C/C=C(\C([O:7][C@@H:8]1[C@@:12]2([OH:30])[C@H:13]([OH:29])[C:14]([CH2:27][OH:28])=[CH:15][C@H:16]3[C@@H:19]4[C:21]([CH3:23])([CH3:22])[C@@H:20]4[CH2:24][C@@H:25]([CH3:26])[C@:11]2([C:17]3=[O:18])[CH:10]=[C:9]1[CH3:31])=O)/C.C[C@H]1C23C=C(C)[C@H](O)[C@@]2(O)[C@H]2C(COC(C)(C)O2)=CC(C3=O)C2C(C)(C)C2C1.CC1C23C=C(C)C4OC(C)(C)OC24C2C(COC(C)(C)O2)=CC(C3=O)C2C(C)(C)C2C1.C(O)(=O)/C(=C\C)/C.C(OC(=O)/C(=C\C)/C)(=O)/C(=C\C)/C.C(OC)(=O)/C(=C\C)/C.C(Cl)(=O)/C(=C\C)/C.C(C1[N-]C=CN=1)(=O)/C(=C\C)/C.C(OC(=O)/C(=C\C)/C)(=O)/C(=C/C)/C.C(O)(=O)/C(=C/C)/C.C(OC(=O)/C(=C/C)/C)(=O)/C(=C/C)/C.C(OC)(=O)/C(=C/C)/C.C(Cl)(=O)/C(=C/C)/C, predict the reaction product. The product is: [CH3:26][C@H:25]1[C@:11]23[CH:10]=[C:9]([CH3:31])[C@H:8]([OH:7])[C@@:12]2([OH:30])[C@H:13]([OH:29])[C:14]([CH2:27][OH:28])=[CH:15][C@H:16]([C:17]3=[O:18])[C@@H:19]2[C:21]([CH3:23])([CH3:22])[C@@H:20]2[CH2:24]1.